This data is from Peptide-MHC class II binding affinity with 134,281 pairs from IEDB. The task is: Regression. Given a peptide amino acid sequence and an MHC pseudo amino acid sequence, predict their binding affinity value. This is MHC class II binding data. (1) The MHC is DRB1_1001 with pseudo-sequence DRB1_1001. The peptide sequence is GQNYTYKWETFLTRE. The binding affinity (normalized) is 0.425. (2) The peptide sequence is AAPANDKFTVFEAAF. The MHC is DRB1_1201 with pseudo-sequence DRB1_1201. The binding affinity (normalized) is 0.383. (3) The peptide sequence is GELDIVDKIDAAFKI. The MHC is DRB3_0202 with pseudo-sequence DRB3_0202. The binding affinity (normalized) is 0.330. (4) The peptide sequence is ELQLKDGRRIVVPCR. The MHC is DRB3_0202 with pseudo-sequence DRB3_0202. The binding affinity (normalized) is 0.444. (5) The peptide sequence is IDLNVLLSAAINFFL. The MHC is HLA-DQA10201-DQB10202 with pseudo-sequence HLA-DQA10201-DQB10202. The binding affinity (normalized) is 0.279. (6) The binding affinity (normalized) is 0.696. The MHC is DRB1_1302 with pseudo-sequence DRB1_1302. The peptide sequence is ILLMLVTPSMAMRCV.